Dataset: Reaction yield outcomes from USPTO patents with 853,638 reactions. Task: Predict the reaction yield, written as a fraction of the theoretical maximum amount of product (1.0 means a 100% yield; for example, 0.34 means a 34% yield). (1) The reactants are Br[C:2]1[CH:3]=[CH:4][C:5]2[NH:16][C:15](=[O:17])[O:14][C:8]3([CH2:13][CH2:12][CH2:11][CH2:10][CH2:9]3)[C:6]=2[CH:7]=1.[C:18]([NH2:23])(=[O:22])/[CH:19]=[CH:20]/[CH3:21]. The catalyst is CO. The product is [O:17]=[C:15]1[O:14][C:8]2([CH2:13][CH2:12][CH2:11][CH2:10][CH2:9]2)[C:6]2[CH:7]=[C:2](/[C:20](/[CH3:21])=[CH:19]/[C:18]([NH2:23])=[O:22])[CH:3]=[CH:4][C:5]=2[NH:16]1. The yield is 0.0800. (2) The reactants are [Cl:1][C:2]1[S:6][C:5]([CH2:7][N:8]2[C:16]3[C:11](=[CH:12][CH:13]=[CH:14][CH:15]=3)[C:10](=O)[C:9]2=[O:18])=[CH:4][CH:3]=1.[F:19][C:20]([F:29])([F:28])[C:21]1[CH:22]=[C:23]([CH:25]=[CH:26][CH:27]=1)[NH2:24]. No catalyst specified. The product is [Cl:1][C:2]1[S:6][C:5]([CH2:7][N:8]2[C:16]3[C:11](=[CH:12][CH:13]=[CH:14][CH:15]=3)[C:10](=[N:24][C:23]3[CH:25]=[CH:26][CH:27]=[C:21]([C:20]([F:19])([F:28])[F:29])[CH:22]=3)[C:9]2=[O:18])=[CH:4][CH:3]=1. The yield is 0.610. (3) The reactants are [Cl:1][C:2]1[CH:3]=[C:4]([C:20]2[C:21]([C:26]#[N:27])=[CH:22][CH:23]=[CH:24][CH:25]=2)[CH:5]=[CH:6][C:7]=1[CH2:8][C:9]1[C:14](=[O:15])[NH:13][C:12]([CH3:16])=[N:11][C:10]=1[CH2:17][CH2:18][CH3:19].[CH:28]([O:31][C:32]1[CH:37]=[CH:36][C:35](B(O)O)=[CH:34][CH:33]=1)([CH3:30])[CH3:29].C([N:43](CC)CC)C.N1C=CC=CC=1.[C:54]([O:57]CC)(=[O:56])C. The catalyst is ClCCl.C([O-])(=O)C.[Cu+2].C([O-])(=O)C. The product is [Cl:1][C:2]1[CH:3]=[C:4]([C:20]2[CH:25]=[CH:24][CH:23]=[CH:22][C:21]=2[C:26]2[NH:43][C:54](=[O:56])[O:57][N:27]=2)[CH:5]=[CH:6][C:7]=1[CH2:8][C:9]1[C:14](=[O:15])[N:13]([C:35]2[CH:36]=[CH:37][C:32]([O:31][CH:28]([CH3:30])[CH3:29])=[CH:33][CH:34]=2)[C:12]([CH3:16])=[N:11][C:10]=1[CH2:17][CH2:18][CH3:19]. The yield is 0.580. (4) The reactants are Cl[C:2]1[C:7]([C:8]([NH2:10])=[O:9])=[CH:6][N:5]=[C:4](Cl)C=1.[O:12]([C:19]1[CH:24]=[CH:23][C:22]([OH:25])=[CH:21][CH:20]=1)[C:13]1[CH:18]=[CH:17][CH:16]=[CH:15][CH:14]=1.[CH:26]12[CH2:39][CH:30]([N:31]1[C:32]([O:34]C(C)(C)C)=O)[CH2:29][NH:28][CH2:27]2.C(O)(=O)[CH:41]=[CH2:42].C(C1C=CC(C2CCN(C(OC(C)(C)C)=O)CC=2)=NC=1NC1C=CC(CCN2CCCC2)=CC=1)(=O)[NH2:46]. No catalyst specified. The product is [C:32]([N:31]1[CH:26]2[CH2:39][CH:30]1[CH2:29][N:28]([C:4]1[N:5]=[C:6]([O:25][C:22]3[CH:21]=[CH:20][C:19]([O:12][C:13]4[CH:18]=[CH:17][CH:16]=[CH:15][CH:14]=4)=[CH:24][CH:23]=3)[C:7]([C:8]([NH2:10])=[O:9])=[CH:2][N:46]=1)[CH2:27]2)(=[O:34])[CH:41]=[CH2:42]. The yield is 0.118. (5) The reactants are [C:7](O[C:7](=[O:11])[C:8]([CH3:10])=[CH2:9])(=[O:11])[C:8]([CH3:10])=[CH2:9].[NH2:12][C:13]1[CH:20]=[CH:19][C:16]([CH2:17][NH2:18])=[CH:15][CH:14]=1.C(N(CC)CC)C. The catalyst is O1CCCC1.CC(O)C. The product is [NH2:12][C:13]1[CH:20]=[CH:19][C:16]([CH2:17][NH:18][C:7](=[O:11])[C:8]([CH3:10])=[CH2:9])=[CH:15][CH:14]=1. The yield is 0.670. (6) The reactants are [CH3:1][O:2][C:3]1[CH:4]=[C:5]([CH:8]=[C:9]([O:12][CH3:13])[C:10]=1[CH3:11])C=O.ClC1C=C(C=CC=1)[C:18]([O:20]O)=[O:19]. The catalyst is C(Cl)Cl. The product is [CH:18]([O:20][C:5]1[CH:8]=[C:9]([O:12][CH3:13])[C:10]([CH3:11])=[C:3]([O:2][CH3:1])[CH:4]=1)=[O:19]. The yield is 0.880.